This data is from Peptide-MHC class I binding affinity with 185,985 pairs from IEDB/IMGT. The task is: Regression. Given a peptide amino acid sequence and an MHC pseudo amino acid sequence, predict their binding affinity value. This is MHC class I binding data. (1) The peptide sequence is YTPGPGIRY. The MHC is HLA-A33:01 with pseudo-sequence HLA-A33:01. The binding affinity (normalized) is 0. (2) The peptide sequence is RSNAILHNIY. The MHC is HLA-A33:01 with pseudo-sequence HLA-A33:01. The binding affinity (normalized) is 0.